This data is from M1 muscarinic receptor antagonist screen with 61,756 compounds. The task is: Binary Classification. Given a drug SMILES string, predict its activity (active/inactive) in a high-throughput screening assay against a specified biological target. (1) The compound is o1nc(nc1CCC(=O)N)c1cc(OC)c(OC)cc1. The result is 0 (inactive). (2) The compound is OC(=O)C(c1c2c(n(c1)CCC#N)cccc2)CC(=O)c1ccccc1. The result is 0 (inactive). (3) The drug is O=c1nc(N2CCCC2)[nH]c(Nc2ccccc2)n1. The result is 0 (inactive). (4) The molecule is s1c(c(CC)c(c1NC(=O)c1noc(c1)C)C#N)C. The result is 0 (inactive). (5) The drug is O=C1CC(CC=2Nc3c(NC(C12)c1cccnc1)cc(c(c3)C)C)(C)C. The result is 0 (inactive). (6) The molecule is Brc1sc(C(=O)CSc2n(c(nn2)Cc2ccccc2)C)cc1. The result is 1 (active).